This data is from Forward reaction prediction with 1.9M reactions from USPTO patents (1976-2016). The task is: Predict the product of the given reaction. (1) Given the reactants [CH3:1][O:2][C:3]1[CH:27]=[C:26]([O:28][CH3:29])[CH:25]=[CH:24][C:4]=1[CH2:5][N:6]1[C:11]([CH3:12])=[CH:10][C:9]([O:13][CH2:14][C:15]2[CH:22]=[CH:21][CH:20]=[CH:19][C:16]=2[C:17]#[N:18])=[CH:8][C:7]1=[O:23].C1C(=O)N([Br:37])C(=O)C1, predict the reaction product. The product is: [Br:37][C:8]1[C:7](=[O:23])[N:6]([CH2:5][C:4]2[CH:24]=[CH:25][C:26]([O:28][CH3:29])=[CH:27][C:3]=2[O:2][CH3:1])[C:11]([CH3:12])=[CH:10][C:9]=1[O:13][CH2:14][C:15]1[CH:22]=[CH:21][CH:20]=[CH:19][C:16]=1[C:17]#[N:18]. (2) The product is: [C:1]([O:5][C:6]([N:8]([CH3:48])[C@H:9]([C:13]([NH:15][C@H:16]([C:20]([N:22]([C@@H:24]([C@@H:44]([CH3:47])[CH2:45][CH3:46])[C@H:25]([O:42][CH3:43])[CH2:26][C:27]([N:29]1[CH2:33][CH2:32][CH2:31][C@H:30]1[C@H:34]([O:40][CH3:41])[C@@H:35]([CH3:36])[C:37](=[O:39])[NH:89][C@H:90]([CH2:91][CH2:92][C:93]1[CH:94]=[CH:95][C:96]([S:99]([OH:102])(=[O:100])=[O:101])=[CH:97][CH:98]=1)[CH2:103][C:104]1[CH:105]=[CH:106][CH:107]=[CH:108][CH:109]=1)=[O:28])[CH3:23])=[O:21])[CH:17]([CH3:18])[CH3:19])=[O:14])[CH:10]([CH3:12])[CH3:11])=[O:7])([CH3:2])([CH3:4])[CH3:3]. Given the reactants [C:1]([O:5][C:6]([N:8]([CH3:48])[C@H:9]([C:13]([NH:15][C@H:16]([C:20]([N:22]([C@@H:24]([C@@H:44]([CH3:47])[CH2:45][CH3:46])[C@H:25]([O:42][CH3:43])[CH2:26][C:27]([N:29]1[CH2:33][CH2:32][CH2:31][C@H:30]1[C@H:34]([O:40][CH3:41])[C@H:35]([C:37]([OH:39])=O)[CH3:36])=[O:28])[CH3:23])=[O:21])[CH:17]([CH3:19])[CH3:18])=[O:14])[CH:10]([CH3:12])[CH3:11])=[O:7])([CH3:4])([CH3:3])[CH3:2].CN(C(ON1N=NC2C=CC=NC1=2)=[N+](C)C)C.F[P-](F)(F)(F)(F)F.CCN(C(C)C)C(C)C.FC(F)(F)C(O)=O.[NH2:89][C@@H:90]([CH2:103][C:104]1[CH:109]=[CH:108][CH:107]=[CH:106][CH:105]=1)[CH2:91][CH2:92][C:93]1[CH:98]=[CH:97][C:96]([S:99]([OH:102])(=[O:101])=[O:100])=[CH:95][CH:94]=1, predict the reaction product. (3) Given the reactants [C:1]([C:5]1[CH:6]=[C:7]([C:11]2[NH:31][C:14]3[C:15]([O:29][CH3:30])=[N:16][C:17]([C:19]4[CH:24]=[CH:23][CH:22]=[CH:21][C:20]=4[C:25]([F:28])([F:27])[F:26])=[CH:18][C:13]=3[N:12]=2)[N:8]([CH3:10])[N:9]=1)([CH3:4])([CH3:3])[CH3:2].[S:32]([OH:36])([CH3:35])(=[O:34])=[O:33], predict the reaction product. The product is: [CH3:35][S:32]([OH:36])(=[O:34])=[O:33].[C:1]([C:5]1[CH:6]=[C:7]([C:11]2[NH:31][C:14]3[C:15]([O:29][CH3:30])=[N:16][C:17]([C:19]4[CH:24]=[CH:23][CH:22]=[CH:21][C:20]=4[C:25]([F:27])([F:28])[F:26])=[CH:18][C:13]=3[N:12]=2)[N:8]([CH3:10])[N:9]=1)([CH3:4])([CH3:2])[CH3:3]. (4) Given the reactants [C:1]([OH:6])(=[O:5])[C:2]([CH3:4])=[CH2:3].[C:7]([O:12][CH2:13][CH:14]=[CH2:15])(=[O:11])[C:8]([CH3:10])=[CH2:9].[C:16]([O:20][CH2:21][C:22]1[CH:27]=[CH:26][CH:25]=[CH:24][CH:23]=1)(=[O:19])[CH:17]=[CH2:18].N(C(C)(CC(C)C)C#N)=NC(C)(CC(C)C)C#N, predict the reaction product. The product is: [C:1]([OH:6])(=[O:5])[C:2]([CH3:4])=[CH2:3].[C:7]([O:12][CH2:13][CH:14]=[CH2:15])(=[O:11])[C:8]([CH3:10])=[CH2:9].[C:16]([O:20][CH2:21][C:22]1[CH:27]=[CH:26][CH:25]=[CH:24][CH:23]=1)(=[O:19])[CH:17]=[CH2:18]. (5) Given the reactants [N:1]([C@@H:4]1[CH2:9][O:8][C@@H:7]([CH3:10])[CH2:6][C@@H:5]1[NH:11][C:12](=[O:18])[O:13][C:14]([CH3:17])([CH3:16])[CH3:15])=[N+]=[N-], predict the reaction product. The product is: [NH2:1][C@@H:4]1[CH2:9][O:8][C@@H:7]([CH3:10])[CH2:6][C@@H:5]1[NH:11][C:12](=[O:18])[O:13][C:14]([CH3:17])([CH3:16])[CH3:15].